Task: Predict the product of the given reaction.. Dataset: Forward reaction prediction with 1.9M reactions from USPTO patents (1976-2016) (1) The product is: [N+:15]([C:6]1[CH:5]=[C:4]2[C:9](=[CH:8][CH:7]=1)[CH2:1][CH:2]([C:10]1[N:11]=[CH:12][NH:13][CH:14]=1)[CH2:3]2)([O-:17])=[O:16]. Given the reactants [CH2:1]1[C:9]2[C:4](=[CH:5][CH:6]=[CH:7][CH:8]=2)[CH2:3][CH:2]1[C:10]1[N:11]=[CH:12][NH:13][CH:14]=1.[N+:15]([O-])([OH:17])=[O:16].NC(N)=O.[OH-].[Na+], predict the reaction product. (2) Given the reactants [C:1]([O:5][C:6]([N:8]1[CH2:13][CH2:12][CH2:11][CH:10]([OH:14])[CH2:9]1)=[O:7])([CH3:4])([CH3:3])[CH3:2].Cl[CH2:16][C:17]1[S:21][C:20]([C:22]2[CH:27]=[CH:26][C:25]([Cl:28])=[CH:24][CH:23]=2)=[N:19][C:18]=1[CH3:29], predict the reaction product. The product is: [C:1]([O:5][C:6]([N:8]1[CH2:13][CH2:12][CH2:11][CH:10]([O:14][CH2:16][C:17]2[S:21][C:20]([C:22]3[CH:27]=[CH:26][C:25]([Cl:28])=[CH:24][CH:23]=3)=[N:19][C:18]=2[CH3:29])[CH2:9]1)=[O:7])([CH3:4])([CH3:2])[CH3:3].